This data is from Catalyst prediction with 721,799 reactions and 888 catalyst types from USPTO. The task is: Predict which catalyst facilitates the given reaction. Reactant: CCN(C(C)C)C(C)C.[O:10]=[C:11]([N:29]1[CH2:34][CH2:33][NH:32][CH2:31][CH2:30]1)[CH2:12][NH:13][C:14](=[O:28])[C:15]1[CH:20]=[CH:19][C:18]([O:21][C:22]2[CH:27]=[CH:26][CH:25]=[CH:24][CH:23]=2)=[CH:17][CH:16]=1.C1C=CC2N(O)N=NC=2C=1.CCN=C=NCCCN(C)C.Cl.[Br:57][C:58]1[CH:66]=[CH:65][C:64]([O:67][CH3:68])=[CH:63][C:59]=1[C:60](O)=[O:61]. Product: [Br:57][C:58]1[CH:66]=[CH:65][C:64]([O:67][CH3:68])=[CH:63][C:59]=1[C:60]([N:32]1[CH2:31][CH2:30][N:29]([C:11](=[O:10])[CH2:12][NH:13][C:14](=[O:28])[C:15]2[CH:16]=[CH:17][C:18]([O:21][C:22]3[CH:27]=[CH:26][CH:25]=[CH:24][CH:23]=3)=[CH:19][CH:20]=2)[CH2:34][CH2:33]1)=[O:61]. The catalyst class is: 18.